From a dataset of Catalyst prediction with 721,799 reactions and 888 catalyst types from USPTO. Predict which catalyst facilitates the given reaction. (1) Reactant: O1C2C(=CC=CC=2)C(CC(C(F)(F)F)(O)C=[N:14][C:15]2[CH:24]=[C:23]([F:25])[CH:22]=[C:21]3[C:16]=2[CH:17]=[N:18][C:19]([CH3:26])=[N:20]3)CC1. Product: [NH2:14][C:15]1[CH:24]=[C:23]([F:25])[CH:22]=[C:21]2[C:16]=1[CH:17]=[N:18][C:19]([CH3:26])=[N:20]2. The catalyst class is: 528. (2) Product: [Br:1][CH2:2][C@@H:3]([C:5]1[CH:10]=[CH:9][C:8]([O:11][CH2:12][C:13]2[CH:18]=[CH:17][CH:16]=[CH:15][CH:14]=2)=[C:7]([NH:19][S:20]([CH3:23])(=[O:22])=[O:21])[CH:6]=1)[OH:4]. The catalyst class is: 7. Reactant: [Br:1][CH2:2][C:3]([C:5]1[CH:10]=[CH:9][C:8]([O:11][CH2:12][C:13]2[CH:18]=[CH:17][CH:16]=[CH:15][CH:14]=2)=[C:7]([NH:19][S:20]([CH3:23])(=[O:22])=[O:21])[CH:6]=1)=[O:4].C1(C2(C3C=CC=CC=3)OB(C)N3CCC[C@H]23)C=CC=CC=1.C(OCC)(=O)C.[Cl-].[NH4+]. (3) Reactant: C[O:2][C:3]1[C:12]2[CH2:11][CH2:10][CH2:9][CH2:8][C:7]=2[C:6]([NH:13][C:14]2[CH:15]=[C:16]([CH:22]=[CH:23][CH:24]=2)[C:17]([O:19][CH2:20][CH3:21])=[O:18])=[CH:5][N:4]=1.C[Si](I)(C)C. Product: [O:2]=[C:3]1[C:12]2[CH2:11][CH2:10][CH2:9][CH2:8][C:7]=2[C:6]([NH:13][C:14]2[CH:15]=[C:16]([CH:22]=[CH:23][CH:24]=2)[C:17]([O:19][CH2:20][CH3:21])=[O:18])=[CH:5][NH:4]1. The catalyst class is: 22. (4) Reactant: [NH:1]([C:8]1[N:9]([C:25]2[CH:30]=[CH:29][CH:28]=[CH:27][CH:26]=2)[C:10]2[C:15]([C:16](=[O:18])[CH:17]=1)=[CH:14][C:13](/[CH:19]=[CH:20]/[C:21]([OH:23])=[O:22])=[C:12]([CH3:24])[N:11]=2)[C:2]1[CH:7]=[CH:6][CH:5]=[CH:4][CH:3]=1.C(O)=O.N. Product: [NH:1]([C:8]1[N:9]([C:25]2[CH:26]=[CH:27][CH:28]=[CH:29][CH:30]=2)[C:10]2[N:11]=[C:12]([CH3:24])[C:13]([CH2:19][CH2:20][C:21]([OH:23])=[O:22])=[CH:14][C:15]=2[C:16](=[O:18])[CH:17]=1)[C:2]1[CH:7]=[CH:6][CH:5]=[CH:4][CH:3]=1. The catalyst class is: 19. (5) Reactant: Cl.[Cl:2][C:3]1[C:8]([C:9]2[C:14]([F:15])=[CH:13][C:12]([O:16][CH2:17][CH2:18][CH2:19][NH:20][CH3:21])=[CH:11][C:10]=2[F:22])=[C:7]([NH:23][C@@H:24]([CH3:29])[C:25]([F:28])([F:27])[F:26])[N:6]2[N:30]=[CH:31][N:32]=[C:5]2[N:4]=1.[OH-].[Na+].[C:35]([OH:42])(=[O:41])/[CH:36]=[CH:37]/[C:38]([OH:40])=[O:39]. Product: [C:35]([OH:42])(=[O:41])/[CH:36]=[CH:37]/[C:38]([OH:40])=[O:39].[Cl:2][C:3]1[C:8]([C:9]2[C:10]([F:22])=[CH:11][C:12]([O:16][CH2:17][CH2:18][CH2:19][NH:20][CH3:21])=[CH:13][C:14]=2[F:15])=[C:7]([NH:23][C@@H:24]([CH3:29])[C:25]([F:27])([F:28])[F:26])[N:6]2[N:30]=[CH:31][N:32]=[C:5]2[N:4]=1. The catalyst class is: 6. (6) Reactant: C([O:4][C@H:5]1[CH2:10][CH2:9][CH2:8][C@H:7]([NH:11][C:12]2[C:17]([C:18]3[CH:19]=[N:20][N:21]([CH3:23])[CH:22]=3)=[CH:16][N:15]=[C:14]([C:24]3[CH:29]=[CH:28][CH:27]=[C:26]([C:30]4[CH:31]=[N:32][N:33]([CH3:35])[CH:34]=4)[CH:25]=3)[N:13]=2)[C@@H:6]1[O:36][CH2:37][O:38][CH3:39])(=O)C.[OH-].[Na+]. Product: [CH3:39][O:38][CH2:37][O:36][C@H:6]1[C@@H:7]([NH:11][C:12]2[C:17]([C:18]3[CH:19]=[N:20][N:21]([CH3:23])[CH:22]=3)=[CH:16][N:15]=[C:14]([C:24]3[CH:29]=[CH:28][CH:27]=[C:26]([C:30]4[CH:31]=[N:32][N:33]([CH3:35])[CH:34]=4)[CH:25]=3)[N:13]=2)[CH2:8][CH2:9][CH2:10][C@@H:5]1[OH:4]. The catalyst class is: 20. (7) The catalyst class is: 34. Reactant: OO.NC(N)=[O:5].FC(F)(F)C(OC(=O)C(F)(F)F)=O.[Br:20][C:21]1[C:22]([CH3:29])=[N:23][C:24]([Cl:28])=[CH:25][C:26]=1[CH3:27].CSC. Product: [Br:20][C:21]1[C:22]([CH3:29])=[N+:23]([O-:5])[C:24]([Cl:28])=[CH:25][C:26]=1[CH3:27]. (8) Reactant: [Cl:1][C:2]1[CH:7]=[CH:6][C:5]([N:8]([C@H:12]2[C:21]3[C:16](=[CH:17][CH:18]=[CH:19][CH:20]=3)[N:15]([C:22](=[O:33])[C:23]3[CH:28]=[C:27]([F:29])[C:26]([O:30]C)=[C:25]([F:32])[CH:24]=3)[C@@H:14]([CH3:34])[CH2:13]2)[C:9](=[O:11])[CH3:10])=[CH:4][CH:3]=1.B(Br)(Br)Br. Product: [Cl:1][C:2]1[CH:7]=[CH:6][C:5]([N:8]([C@H:12]2[C:21]3[C:16](=[CH:17][CH:18]=[CH:19][CH:20]=3)[N:15]([C:22](=[O:33])[C:23]3[CH:28]=[C:27]([F:29])[C:26]([OH:30])=[C:25]([F:32])[CH:24]=3)[C@@H:14]([CH3:34])[CH2:13]2)[C:9](=[O:11])[CH3:10])=[CH:4][CH:3]=1. The catalyst class is: 4. (9) Reactant: Cl.[Br:2][C:3]1[CH:15]=[CH:14][CH:13]=[CH:12][C:4]=1[CH2:5][C@H:6]([C:8]([O:10][CH3:11])=[O:9])[NH2:7].C(=O)(O)[O-].[Na+].Cl[C:22]([O:24][CH3:25])=[O:23]. Product: [Br:2][C:3]1[CH:15]=[CH:14][CH:13]=[CH:12][C:4]=1[CH2:5][C@H:6]([C:8]([O:10][CH3:11])=[O:9])[NH:7][C:22]([O:24][CH3:25])=[O:23]. The catalyst class is: 46.